From a dataset of HIV replication inhibition screening data with 41,000+ compounds from the AIDS Antiviral Screen. Binary Classification. Given a drug SMILES string, predict its activity (active/inactive) in a high-throughput screening assay against a specified biological target. (1) The molecule is Cc1cc(S(=O)(=O)NC2=Nc3ccccc3C(c3ccccc3)N2)c(S)cc1Cl. The result is 0 (inactive). (2) The compound is Nc1ccc(N=Nc2ccc(-c3ccc(N=Nc4c(S(=O)(=O)O)cc5cc(S(=O)(=O)O)c(N=Nc6cccc([N+](=O)[O-])c6)c(N)c5c4O)cc3)cc2)c2cc(S(=O)(=O)O)ccc12. The result is 1 (active). (3) The result is 0 (inactive). The drug is CCCCC1=CC1(C#N)[N+](=O)[O-]. (4) The result is 0 (inactive). The compound is Cc1cc(C2=CSC3=NCCN23)ccc1Cl. (5) The molecule is CCCCCCCCCCCCCC(=O)CBr. The result is 0 (inactive).